This data is from Catalyst prediction with 721,799 reactions and 888 catalyst types from USPTO. The task is: Predict which catalyst facilitates the given reaction. Reactant: [NH2:1][C:2]1[CH:9]=[CH:8][C:7](Br)=[CH:6][C:3]=1[C:4]#[N:5].[CH2:11](B(O)O)[CH2:12][CH3:13].CC(OC1C=CC=C(OC(C)C)C=1C1C(P(C2CCCCC2)C2CCCCC2)=CC=CC=1)C.C([O-])([O-])=O.[K+].[K+]. Product: [NH2:1][C:2]1[CH:9]=[CH:8][C:7]([CH2:11][CH2:12][CH3:13])=[CH:6][C:3]=1[C:4]#[N:5]. The catalyst class is: 874.